This data is from Full USPTO retrosynthesis dataset with 1.9M reactions from patents (1976-2016). The task is: Predict the reactants needed to synthesize the given product. Given the product [ClH:27].[C:21]1([S:18]([C:14]2[CH:15]=[N:16][C:17]3[C:12]([CH:13]=2)=[CH:11][CH:10]=[CH:9][C:8]=3[N:5]2[CH2:6][CH2:7][NH:2][CH2:3][CH2:4]2)(=[O:20])=[O:19])[CH:22]=[CH:23][CH:24]=[CH:25][CH:26]=1, predict the reactants needed to synthesize it. The reactants are: C[N:2]1[CH2:7][CH2:6][N:5]([C:8]2[CH:9]=[CH:10][CH:11]=[C:12]3[C:17]=2[N:16]=[CH:15][C:14]([S:18]([C:21]2[CH:26]=[CH:25][CH:24]=[CH:23][CH:22]=2)(=[O:20])=[O:19])=[CH:13]3)[CH2:4][CH2:3]1.[Cl:27]C(OC(Cl)C)=O.C(N(CC)C(C)C)(C)C.